From a dataset of Catalyst prediction with 721,799 reactions and 888 catalyst types from USPTO. Predict which catalyst facilitates the given reaction. (1) Reactant: [F:1][C:2]1[CH:7]=[CH:6][CH:5]=[C:4]([F:8])[C:3]=1[N:9]1[C:14]2[N:15]=[C:16](S(C)=O)[N:17]=[C:18]([C:19]3[CH:20]=[C:21]([CH:30]=[CH:31][C:32]=3[CH3:33])[C:22]([NH:24][C:25]3[S:26][CH:27]=[CH:28][N:29]=3)=[O:23])[C:13]=2[CH2:12][NH:11][C:10]1=[O:37].[CH3:38][N:39]([CH3:43])[CH2:40][CH2:41][NH2:42].C(N(CC)CC)C. Product: [F:1][C:2]1[CH:7]=[CH:6][CH:5]=[C:4]([F:8])[C:3]=1[N:9]1[C:14]2[N:15]=[C:16]([NH:42][CH2:41][CH2:40][N:39]([CH3:43])[CH3:38])[N:17]=[C:18]([C:19]3[CH:20]=[C:21]([CH:30]=[CH:31][C:32]=3[CH3:33])[C:22]([NH:24][C:25]3[S:26][CH:27]=[CH:28][N:29]=3)=[O:23])[C:13]=2[CH2:12][NH:11][C:10]1=[O:37]. The catalyst class is: 4. (2) Reactant: [C:1]([S@@:5]([N:7]=[C:8]([C:22]1[CH:27]=[CH:26][C:25]([O:28][CH3:29])=[CH:24][C:23]=1[OH:30])[CH2:9][C@@H:10]([C:12]1[CH:21]=[CH:20][C:15]([C:16]([O:18][CH3:19])=[O:17])=[CH:14][N:13]=1)O)=[O:6])([CH3:4])([CH3:3])[CH3:2].C1(P(C2C=CC=CC=2)C2C=CC=CC=2)C=CC=CC=1.N(C(OCC)=O)=NC(OCC)=O.C1(C)C=CC=CC=1. Product: [C:1]([S@@:5]([N:7]=[C:8]1[C:22]2[C:23](=[CH:24][C:25]([O:28][CH3:29])=[CH:26][CH:27]=2)[O:30][C@@H:10]([C:12]2[CH:21]=[CH:20][C:15]([C:16]([O:18][CH3:19])=[O:17])=[CH:14][N:13]=2)[CH2:9]1)=[O:6])([CH3:3])([CH3:2])[CH3:4]. The catalyst class is: 2. (3) Reactant: C(OC([NH:8][CH2:9][CH2:10][O:11][C:12]1[CH:13]=[C:14]([CH:29]=[C:30]([O:32][C:33]2[CH:38]=[CH:37][CH:36]=[CH:35][CH:34]=2)[CH:31]=1)[CH2:15][O:16][C:17]1[CH:22]=[CH:21][C:20]([CH2:23][CH2:24][C:25]([OH:27])=[O:26])=[CH:19][C:18]=1[F:28])=O)(C)(C)C.[ClH:39]. Product: [ClH:39].[NH2:8][CH2:9][CH2:10][O:11][C:12]1[CH:13]=[C:14]([CH:29]=[C:30]([O:32][C:33]2[CH:34]=[CH:35][CH:36]=[CH:37][CH:38]=2)[CH:31]=1)[CH2:15][O:16][C:17]1[CH:22]=[CH:21][C:20]([CH2:23][CH2:24][C:25]([OH:27])=[O:26])=[CH:19][C:18]=1[F:28]. The catalyst class is: 13. (4) Reactant: [N:1]1[C:10]2[C:5](=[N:6][CH:7]=[CH:8][CH:9]=2)[CH:4]=[C:3]([NH:11]C(=O)OC(C)(C)C)[CH:2]=1.Cl. Product: [N:1]1[C:10]2[C:5](=[N:6][CH:7]=[CH:8][CH:9]=2)[CH:4]=[C:3]([NH2:11])[CH:2]=1. The catalyst class is: 5. (5) Reactant: [C:1]([O:5][C:6](=[O:30])[NH:7][C@@H:8]([CH2:20][C:21]1[CH:26]=[CH:25][C:24]([N+:27]([O-:29])=[O:28])=[CH:23][CH:22]=1)[CH2:9][CH:10]1C(=O)OC(C)(C)[O:12][C:11]1=O)([CH3:4])([CH3:3])[CH3:2]. Product: [N+:27]([C:24]1[CH:25]=[CH:26][C:21]([CH2:20][C@H:8]2[CH2:9][CH2:10][C:11](=[O:12])[N:7]2[C:6]([O:5][C:1]([CH3:4])([CH3:3])[CH3:2])=[O:30])=[CH:22][CH:23]=1)([O-:29])=[O:28]. The catalyst class is: 11. (6) Reactant: [CH2:1]([O:3][C:4](=[O:17])[C:5]([CH2:14][C:15]#[N:16])([CH2:11][CH2:12][CH3:13])[C:6]([O:8]CC)=[O:7])[CH3:2].C(O)C(N)(CO)CO.[OH-].[Na+].S(=O)(=O)(O)O.O=[Si]=O. Product: [CH2:1]([O:3][C:4](=[O:17])[C@:5]([CH2:14][C:15]#[N:16])([CH2:11][CH2:12][CH3:13])[C:6]([OH:8])=[O:7])[CH3:2]. The catalyst class is: 54.